From a dataset of Forward reaction prediction with 1.9M reactions from USPTO patents (1976-2016). Predict the product of the given reaction. (1) Given the reactants [OH:1][CH2:2][C@H:3]1[NH:7][C:6](=[O:8])[CH2:5][CH2:4]1.[C:9](Cl)(=[O:16])[C:10]1[CH:15]=[CH:14][CH:13]=[CH:12][CH:11]=1.C(N(CC)CC)C, predict the reaction product. The product is: [C:9]([O:1][CH2:2][C@@H:3]1[CH2:4][CH2:5][C:6](=[O:8])[NH:7]1)(=[O:16])[C:10]1[CH:15]=[CH:14][CH:13]=[CH:12][CH:11]=1. (2) The product is: [ClH:39].[CH2:1]([O:8][C:9]1[C:10]([NH:20][C:21]2[S:22][CH:23]=[C:24]([CH3:26])[N:25]=2)=[N:11][CH:12]=[C:13]([CH2:15][CH2:16][CH2:17][CH2:18][CH3:19])[CH:14]=1)[C:2]1[CH:3]=[CH:4][CH:5]=[CH:6][CH:7]=1. Given the reactants [CH2:1]([O:8][C:9]1[C:10]([NH:20][C:21]2[S:22][CH:23]=[C:24]([CH3:26])[N:25]=2)=[N:11][CH:12]=[C:13]([CH:15]=[CH:16][CH2:17][CH2:18][CH3:19])[CH:14]=1)[C:2]1[CH:7]=[CH:6][CH:5]=[CH:4][CH:3]=1.CC1C=CC(S(NN)(=O)=O)=CC=1.[ClH:39], predict the reaction product.